Task: Regression. Given a peptide amino acid sequence and an MHC pseudo amino acid sequence, predict their binding affinity value. This is MHC class II binding data.. Dataset: Peptide-MHC class II binding affinity with 134,281 pairs from IEDB (1) The peptide sequence is NMNIKLKMPLYVAGH. The MHC is DRB1_1302 with pseudo-sequence DRB1_1302. The binding affinity (normalized) is 0.500. (2) The peptide sequence is SRPYNIYPHGITDVRPLYSR. The MHC is DRB1_0701 with pseudo-sequence DRB1_0701. The binding affinity (normalized) is 0.